Dataset: Full USPTO retrosynthesis dataset with 1.9M reactions from patents (1976-2016). Task: Predict the reactants needed to synthesize the given product. (1) Given the product [CH3:21][O:22][C:23](=[O:45])[C:24]1[C:29]([NH:30][C:31]2[CH:36]=[CH:35][C:34]([I:1])=[CH:33][C:32]=2[F:37])=[CH:28][N:27]=[CH:26][C:25]=1[C:38]1[CH:43]=[CH:42][CH:41]=[CH:40][C:39]=1[F:44], predict the reactants needed to synthesize it. The reactants are: [I:1]N1C(=O)CCC1=O.O.C1(C)C=CC(S(O)(=O)=O)=CC=1.[CH3:21][O:22][C:23](=[O:45])[C:24]1[C:29]([NH:30][C:31]2[CH:36]=[CH:35][CH:34]=[CH:33][C:32]=2[F:37])=[CH:28][N:27]=[CH:26][C:25]=1[C:38]1[CH:43]=[CH:42][CH:41]=[CH:40][C:39]=1[F:44]. (2) Given the product [O:10]1[CH:11]([CH2:12][CH2:13][CH2:18][CH2:19][OH:20])[CH2:1][O:4][C:5]2=[CH:6][S:7][CH:8]=[C:9]12, predict the reactants needed to synthesize it. The reactants are: [CH2:1]([O:4][C:5]1[C:9]([O:10][CH2:11][CH2:12][CH3:13])=[CH:8][S:7][CH:6]=1)CC.C(O)C(O)CC[CH2:18][CH2:19][OH:20].C1(C)C=CC(S(O)(=O)=O)=CC=1. (3) Given the product [OH:38][CH2:37][C:36]([NH:35][C:26](=[S:27])[NH:1][C:2]1[CH:3]=[CH:4][C:5]([O:8][C:9](=[O:18])[N:10]([CH3:17])[C:11]2[CH:16]=[CH:15][CH:14]=[CH:13][CH:12]=2)=[N:6][CH:7]=1)([CH3:40])[CH3:39], predict the reactants needed to synthesize it. The reactants are: [NH2:1][C:2]1[CH:3]=[CH:4][C:5]([O:8][C:9](=[O:18])[N:10]([CH3:17])[C:11]2[CH:16]=[CH:15][CH:14]=[CH:13][CH:12]=2)=[N:6][CH:7]=1.C1C=C(O[C:26](OC2N=CC=CC=2)=[S:27])N=CC=1.[NH2:35][C:36]([CH3:40])([CH3:39])[CH2:37][OH:38]. (4) The reactants are: FC(F)(F)[C:3]1[CH:8]=[CH:7][C:6]([C:9]2[O:13][C:12]([NH:14][C:15]3[CH:16]=[CH:17][CH:18]=[C:19]4[C:24]=3[CH2:23][C:22](=[O:25])[CH2:21][CH2:20]4)=[N:11][CH:10]=2)=[CH:5][CH:4]=1.N([CH2:31][C:32](C1C=CC(C(F)(F)F)=CC=1)=O)=[N+]=[N-]. Given the product [CH2:31]([O:25][C:22]1[CH2:23][C:24]2[C:15]([NH:14][C:12]3[O:13][C:9]([C:6]4[CH:7]=[CH:8][CH:3]=[CH:4][CH:5]=4)=[CH:10][N:11]=3)=[CH:16][CH:17]=[CH:18][C:19]=2[CH2:20][CH:21]=1)[CH3:32], predict the reactants needed to synthesize it. (5) Given the product [Cl:14][C:10]1[CH:9]=[C:8]([NH:7][C:4]2[C:3]([C:15]#[N:16])=[C:2]([N:1]=[CH:30][C:29]3[CH:28]=[CH:27][C:26]([O:25][C:22]4[CH:21]=[CH:20][C:19]([C:18]([F:35])([F:17])[F:34])=[CH:24][N:23]=4)=[CH:33][CH:32]=3)[NH:6][N:5]=2)[CH:13]=[CH:12][CH:11]=1, predict the reactants needed to synthesize it. The reactants are: [NH2:1][C:2]1[NH:6][N:5]=[C:4]([NH:7][C:8]2[CH:13]=[CH:12][CH:11]=[C:10]([Cl:14])[CH:9]=2)[C:3]=1[C:15]#[N:16].[F:17][C:18]([F:35])([F:34])[C:19]1[CH:20]=[CH:21][C:22]([O:25][C:26]2[CH:33]=[CH:32][C:29]([CH:30]=O)=[CH:28][CH:27]=2)=[N:23][CH:24]=1. (6) The reactants are: Cl[C:2]1[N:10]=[C:9]([CH3:11])[N:8]=[C:7]2[C:3]=1[N:4]=[C:5]([C:12]1[CH:17]=[CH:16][CH:15]=[CH:14][C:13]=1[Cl:18])[NH:6]2.[CH2:19]([N:21]1[CH2:26][CH2:25][NH:24][CH2:23][CH2:22]1)[CH3:20].C(N(CC)CC)C. Given the product [Cl:18][C:13]1[CH:14]=[CH:15][CH:16]=[CH:17][C:12]=1[C:5]1[NH:6][C:7]2[C:3]([N:4]=1)=[C:2]([N:24]1[CH2:25][CH2:26][N:21]([CH2:19][CH3:20])[CH2:22][CH2:23]1)[N:10]=[C:9]([CH3:11])[N:8]=2, predict the reactants needed to synthesize it.